From a dataset of Full USPTO retrosynthesis dataset with 1.9M reactions from patents (1976-2016). Predict the reactants needed to synthesize the given product. (1) Given the product [SH:1][C:2]1[N:10]=[CH:9][CH:8]=[CH:7][C:3]=1[C:4]([NH:11][CH2:12][C:13]1[S:14][CH:15]=[CH:16][CH:17]=1)=[O:6], predict the reactants needed to synthesize it. The reactants are: [SH:1][C:2]1[N:10]=[CH:9][CH:8]=[CH:7][C:3]=1[C:4]([OH:6])=O.[NH2:11][CH2:12][C:13]1[S:14][CH:15]=[CH:16][CH:17]=1.P(Cl)(Cl)Cl.C(Cl)Cl.CO. (2) Given the product [F:1][C:2]1[CH:3]=[C:4]2[C:8](=[CH:9][CH:10]=1)[N:7]([C:11]1[N:15]([CH3:16])[N:14]=[C:13]([CH3:17])[C:12]=1/[CH:18]=[CH:19]/[C:20]([NH:22][S:23]([C:26]1[CH:31]=[CH:30][C:29]([CH3:32])=[CH:28][C:27]=1[OH:33])(=[O:25])=[O:24])=[O:21])[CH:6]=[CH:5]2, predict the reactants needed to synthesize it. The reactants are: [F:1][C:2]1[CH:3]=[C:4]2[C:8](=[CH:9][CH:10]=1)[N:7]([C:11]1[N:15]([CH3:16])[N:14]=[C:13]([CH3:17])[C:12]=1/[CH:18]=[CH:19]/[C:20]([NH:22][S:23]([C:26]1[CH:31]=[CH:30][C:29]([CH3:32])=[CH:28][C:27]=1[O:33]C)(=[O:25])=[O:24])=[O:21])[CH:6]=[CH:5]2.B(Br)(Br)Br. (3) Given the product [C:39]([CH2:38][CH:37]([NH:41][S:42]([C:44]([CH3:47])([CH3:46])[CH3:45])=[O:43])[C:34]1[CH:33]=[CH:32][C:31]([C:15]2[CH:16]=[CH:17][C:12]([C@H:8]3[O:7][C:6]([CH3:27])([CH3:28])[N:5]([C:3](=[O:4])[CH:2]([F:1])[F:29])[C@@H:9]3[CH2:10][F:11])=[CH:13][CH:14]=2)=[CH:36][N:35]=1)#[N:40], predict the reactants needed to synthesize it. The reactants are: [F:1][CH:2]([F:29])[C:3]([N:5]1[C@H:9]([CH2:10][F:11])[C@@H:8]([C:12]2[CH:17]=[CH:16][C:15](B3OC(C)(C)C(C)(C)O3)=[CH:14][CH:13]=2)[O:7][C:6]1([CH3:28])[CH3:27])=[O:4].Br[C:31]1[CH:32]=[CH:33][C:34]([CH:37]([NH:41][S:42]([C:44]([CH3:47])([CH3:46])[CH3:45])=[O:43])[CH2:38][C:39]#[N:40])=[N:35][CH:36]=1.C([O-])([O-])=O.[Na+].[Na+]. (4) Given the product [F:49][C:36]1[CH:35]=[C:34]([C:9]2[CH:10]=[CH:11][C:12]([N:15]3[CH2:20][CH2:19][N:18]([C:21]([O:23][C:24]([CH3:27])([CH3:25])[CH3:26])=[O:22])[CH2:17][CH:16]3[C:28]([F:29])([F:30])[F:31])=[N:13][CH:14]=2)[CH:39]=[CH:38][C:37]=1[N:40]1[C:44](=[O:45])[N:43]([CH2:46][CH2:47][CH3:48])[N:42]=[CH:41]1, predict the reactants needed to synthesize it. The reactants are: CC1(C)C(C)(C)OB([C:9]2[CH:10]=[CH:11][C:12]([N:15]3[CH2:20][CH2:19][N:18]([C:21]([O:23][C:24]([CH3:27])([CH3:26])[CH3:25])=[O:22])[CH2:17][CH:16]3[C:28]([F:31])([F:30])[F:29])=[N:13][CH:14]=2)O1.Br[C:34]1[CH:39]=[CH:38][C:37]([N:40]2[C:44](=[O:45])[N:43]([CH2:46][CH2:47][CH3:48])[N:42]=[CH:41]2)=[C:36]([F:49])[CH:35]=1.C(=O)([O-])[O-].[Na+].[Na+]. (5) Given the product [CH3:1][S:2]([C:5]1[CH:14]=[C:13]2[C:8]([CH2:9][CH2:10][CH:11]([CH2:15][OH:16])[O:12]2)=[CH:7][CH:6]=1)(=[O:4])=[O:3], predict the reactants needed to synthesize it. The reactants are: [CH3:1][S:2]([C:5]1[CH:14]=[C:13]2[C:8]([CH2:9][CH2:10][CH:11]([C:15](OCC)=[O:16])[O:12]2)=[CH:7][CH:6]=1)(=[O:4])=[O:3].[Li+].[BH4-].C1COCC1.Cl. (6) The reactants are: B(Br)(Br)Br.[OH:5][C:6]1[C:13]([O:14]C)=[CH:12][C:9]([C:10]#[N:11])=[C:8]([CH2:16][C:17]2[CH:22]=[CH:21][C:20]([CH2:23][C:24]([F:27])([F:26])[F:25])=[CH:19][CH:18]=2)[C:7]=1[C:28]#[N:29]. Given the product [OH:5][C:6]1[C:13]([OH:14])=[CH:12][C:9]([C:10]#[N:11])=[C:8]([CH2:16][C:17]2[CH:18]=[CH:19][C:20]([CH2:23][C:24]([F:25])([F:26])[F:27])=[CH:21][CH:22]=2)[C:7]=1[C:28]#[N:29], predict the reactants needed to synthesize it.